This data is from Catalyst prediction with 721,799 reactions and 888 catalyst types from USPTO. The task is: Predict which catalyst facilitates the given reaction. (1) Reactant: [CH3:1][O:2][C:3]([CH3:18])([CH3:17])[CH2:4][C@H:5]([NH:9][C:10](=[O:16])[O:11][C:12]([CH3:15])([CH3:14])[CH3:13])[CH2:6][NH:7][CH3:8].C([O-])([O-])=O.[K+].[K+].[C:25]([O:34]N1C(=O)CCC1=O)([O:27][CH2:28][CH2:29][Si:30]([CH3:33])([CH3:32])[CH3:31])=O. Product: [CH3:1][O:2][C:3]([CH3:18])([CH3:17])[CH2:4][C@H:5]([NH:9][C:10](=[O:16])[O:11][C:12]([CH3:14])([CH3:13])[CH3:15])[CH2:6][N:7]([CH3:8])[C:25]([O:27][CH2:28][CH2:29][Si:30]([CH3:31])([CH3:32])[CH3:33])=[O:34]. The catalyst class is: 95. (2) Reactant: [CH3:1][O:2][C:3]1[CH:8]=[CH:7][C:6]([C:9]2[CH:17]=[CH:16][CH:15]=[C:14]3[C:10]=2[CH2:11][C:12](=[O:18])[NH:13]3)=[CH:5][CH:4]=1.[CH3:19][C:20]1[C:24]([C:25]([N:27]2[CH2:32][CH2:31][N:30]([CH3:33])[CH2:29][CH2:28]2)=[O:26])=[CH:23][NH:22][C:21]=1[CH:34]=O. The catalyst class is: 360. Product: [CH3:1][O:2][C:3]1[CH:8]=[CH:7][C:6]([C:9]2[CH:17]=[CH:16][CH:15]=[C:14]3[C:10]=2[C:11](=[CH:34][C:21]2[NH:22][CH:23]=[C:24]([C:25]([N:27]4[CH2:28][CH2:29][N:30]([CH3:33])[CH2:31][CH2:32]4)=[O:26])[C:20]=2[CH3:19])[C:12](=[O:18])[NH:13]3)=[CH:5][CH:4]=1. (3) Product: [OH:6][C@@H:5]([CH2:4][OH:3])[CH2:7][CH2:8][N:9]1[C:14](=[O:15])[CH:13]=[N:12][C:11]2[CH:16]=[CH:17][C:18]([O:20][CH3:21])=[N:19][C:10]1=2. The catalyst class is: 7. Reactant: CC1(C)[O:6][C@H:5]([CH2:7][CH2:8][N:9]2[C:14](=[O:15])[CH:13]=[N:12][C:11]3[CH:16]=[CH:17][C:18]([O:20][CH3:21])=[N:19][C:10]2=3)[CH2:4][O:3]1.Cl. (4) Reactant: [CH3:1][O:2][CH2:3][O:4][CH2:5][C:6]1[N:7]=[C:8]([C:13]2[CH:18]=[CH:17][CH:16]=[CH:15][CH:14]=2)[O:9][C:10]=1[CH:11]=O.[Cl-].C([O:27][C:28]1[CH:53]=[CH:52][C:31]([CH2:32][P+](C2C=CC=CC=2)(C2C=CC=CC=2)C2C=CC=CC=2)=[CH:30][CH:29]=1)C1C=CC=CC=1.C(=O)([O-])[O-].[K+].[K+].CN(C)C=O. Product: [OH:27][C:28]1[CH:53]=[CH:52][C:31]([CH2:32][CH2:11][C:10]2[O:9][C:8]([C:13]3[CH:14]=[CH:15][CH:16]=[CH:17][CH:18]=3)=[N:7][C:6]=2[CH2:5][O:4][CH2:3][O:2][CH3:1])=[CH:30][CH:29]=1. The catalyst class is: 6. (5) Reactant: [Cl:1][CH2:2][CH2:3][O:4][C:5]1[CH:6]=[CH:7][C:8]([CH2:12][S:13]([C:16]2[C:25]3[C:20](=[CH:21][CH:22]=[CH:23][CH:24]=3)[CH:19]=[CH:18][CH:17]=2)(=[O:15])=[O:14])=[C:9]([NH2:11])[CH:10]=1.Cl.[N:27]([O-])=O.[Na+].C(=O)(O)[O-].[Na+]. Product: [Cl:1][CH2:2][CH2:3][O:4][C:5]1[CH:10]=[C:9]2[C:8]([C:12]([S:13]([C:16]3[C:25]4[C:20](=[CH:21][CH:22]=[CH:23][CH:24]=4)[CH:19]=[CH:18][CH:17]=3)(=[O:15])=[O:14])=[N:27][NH:11]2)=[CH:7][CH:6]=1. The catalyst class is: 20. (6) Reactant: [Br:1][C:2]1[C:10]([OH:11])=[CH:9][CH:8]=[CH:7][C:3]=1[C:4]([OH:6])=O.[CH2:12]([C:16]1[CH:21]=[C:20]([CH3:22])[N:19]=[C:18]([O:23][CH3:24])[C:17]=1[CH2:25][NH2:26])[CH2:13][CH:14]=[CH2:15].C1C=NC2N(O)N=NC=2C=1.C(Cl)CCl.CN1CCOCC1. Product: [Br:1][C:2]1[C:10]([OH:11])=[CH:9][CH:8]=[CH:7][C:3]=1[C:4]([NH:26][CH2:25][C:17]1[C:18]([O:23][CH3:24])=[N:19][C:20]([CH3:22])=[CH:21][C:16]=1[CH2:12][CH2:13][CH:14]=[CH2:15])=[O:6]. The catalyst class is: 6. (7) Reactant: [CH3:1][O:2]/[CH:3]=[CH:4]/[C:5]1[CH:6]=[C:7]([NH:14][C:15](=[O:21])[O:16][C:17]([CH3:20])([CH3:19])[CH3:18])[C:8]2[O:12][CH2:11][O:10][C:9]=2[CH:13]=1. Product: [CH3:1][O:2][CH2:3][CH2:4][C:5]1[CH:6]=[C:7]([NH:14][C:15](=[O:21])[O:16][C:17]([CH3:19])([CH3:18])[CH3:20])[C:8]2[O:12][CH2:11][O:10][C:9]=2[CH:13]=1. The catalyst class is: 29. (8) Reactant: [CH2:1]([N:3]([CH:16]1[CH2:21][CH2:20][CH:19]=[C:18]([C:22]2[CH:23]=[N:24][CH:25]=[CH:26][CH:27]=2)[CH2:17]1)[C:4]1[CH:11]=[CH:10][C:7]([C:8]#[N:9])=[C:6]([C:12]([F:15])([F:14])[F:13])[CH:5]=1)[CH3:2].CCO. Product: [CH2:1]([N:3]([CH:16]1[CH2:21][CH2:20][CH2:19][CH:18]([C:22]2[CH:23]=[N:24][CH:25]=[CH:26][CH:27]=2)[CH2:17]1)[C:4]1[CH:11]=[CH:10][C:7]([C:8]#[N:9])=[C:6]([C:12]([F:14])([F:13])[F:15])[CH:5]=1)[CH3:2]. The catalyst class is: 15. (9) Product: [F:8][C:4]1[CH:3]=[C:2]([C:10]([CH3:14])=[CH2:9])[CH:7]=[CH:6][N:5]=1. Reactant: Br[C:2]1[CH:7]=[CH:6][N:5]=[C:4]([F:8])[CH:3]=1.[CH3:9][C:10]1(C)[C:14](C)(C)OB(C(C)=C)O1.C([O-])([O-])=O.[K+].[K+]. The catalyst class is: 70.